Dataset: Forward reaction prediction with 1.9M reactions from USPTO patents (1976-2016). Task: Predict the product of the given reaction. (1) Given the reactants Cl[C:2]1[CH:7]=[C:6]([O:8][CH2:9][C:10]#[CH:11])[N:5]=[CH:4][N:3]=1.C(=O)([O-])[O-].[K+].[K+].[Cl:18][C:19]1[CH:20]=[C:21]([OH:26])[CH:22]=[C:23]([Cl:25])[CH:24]=1.[Cl-].[NH4+], predict the reaction product. The product is: [Cl:18][C:19]1[CH:20]=[C:21]([CH:22]=[C:23]([Cl:25])[CH:24]=1)[O:26][C:2]1[CH:7]=[C:6]([O:8][CH2:9][C:10]#[CH:11])[N:5]=[CH:4][N:3]=1. (2) Given the reactants [CH3:1][O:2][CH2:3][CH2:4][N:5]1[CH2:11][CH2:10][C:9]2[CH:12]=[C:13]([NH2:16])[CH:14]=[CH:15][C:8]=2[CH2:7][CH2:6]1.Cl[C:18]1[N:23]=[C:22]([NH:24][C:25]2[CH:30]=[CH:29][C:28]([N:31]3[CH2:36][CH2:35][O:34][CH2:33][CH2:32]3)=[CH:27][C:26]=2[S:37]([N:40]([CH3:42])[CH3:41])(=[O:39])=[O:38])[C:21]([Cl:43])=[CH:20][N:19]=1, predict the reaction product. The product is: [Cl:43][C:21]1[C:22]([NH:24][C:25]2[CH:30]=[CH:29][C:28]([N:31]3[CH2:36][CH2:35][O:34][CH2:33][CH2:32]3)=[CH:27][C:26]=2[S:37]([N:40]([CH3:42])[CH3:41])(=[O:38])=[O:39])=[N:23][C:18]([NH:16][C:13]2[CH:14]=[CH:15][C:8]3[CH2:7][CH2:6][N:5]([CH2:4][CH2:3][O:2][CH3:1])[CH2:11][CH2:10][C:9]=3[CH:12]=2)=[N:19][CH:20]=1. (3) Given the reactants [OH:1][CH:2]1[C:11]2[C:6](=[CH:7][CH:8]=[CH:9][CH:10]=2)[S:5][C:4]2([CH2:16][CH2:15][N:14]([C:17]([C:19]3[CH:24]=[CH:23][C:22]([O:25][CH:26]([CH3:28])[CH3:27])=[C:21]([O:29][CH3:30])[CH:20]=3)=[O:18])[CH2:13][CH2:12]2)[CH2:3]1.[CH3:31]N(C=O)C.[H-].[Na+].CI, predict the reaction product. The product is: [CH:26]([O:25][C:22]1[CH:23]=[CH:24][C:19]([C:17]([N:14]2[CH2:15][CH2:16][C:4]3([CH2:3][CH:2]([O:1][CH3:31])[C:11]4[C:6](=[CH:7][CH:8]=[CH:9][CH:10]=4)[S:5]3)[CH2:12][CH2:13]2)=[O:18])=[CH:20][C:21]=1[O:29][CH3:30])([CH3:27])[CH3:28]. (4) Given the reactants [O:1]=[C:2]1[NH:7][C:6]2[CH:8]=[C:9]([CH2:12][C:13]([OH:15])=O)[CH:10]=[CH:11][C:5]=2[S:4][CH2:3]1.[CH3:16][NH:17][C@@H:18]([C:26]1[CH:31]=[CH:30][CH:29]=[CH:28][CH:27]=1)[CH2:19][N:20]1[CH2:24][CH2:23][C@H:22]([OH:25])[CH2:21]1.CCN=C=NCCCN(C)C.C1C=CC2N(O)N=NC=2C=1, predict the reaction product. The product is: [OH:25][C@H:22]1[CH2:23][CH2:24][N:20]([CH2:19][C@@H:18]([N:17]([CH3:16])[C:13](=[O:15])[CH2:12][C:9]2[CH:10]=[CH:11][C:5]3[S:4][CH2:3][C:2](=[O:1])[NH:7][C:6]=3[CH:8]=2)[C:26]2[CH:31]=[CH:30][CH:29]=[CH:28][CH:27]=2)[CH2:21]1. (5) The product is: [CH2:1]([O:8][C:9]1[CH:10]=[C:11]([CH:15]=[CH:16][C:17]=1[CH3:18])[C:12]#[N:14])[C:2]1[CH:3]=[CH:4][CH:5]=[CH:6][CH:7]=1. Given the reactants [CH2:1]([O:8][C:9]1[CH:10]=[C:11]([CH:15]=[CH:16][C:17]=1[CH3:18])[C:12]([NH2:14])=O)[C:2]1[CH:7]=[CH:6][CH:5]=[CH:4][CH:3]=1.N1C=CN=C1.O=P(Cl)(Cl)Cl, predict the reaction product.